Task: Predict which catalyst facilitates the given reaction.. Dataset: Catalyst prediction with 721,799 reactions and 888 catalyst types from USPTO (1) Reactant: B(Cl)(Cl)Cl.[NH2:5][C:6]1[CH:11]=[CH:10][N:9]([CH:12]2[C@@H:16]([F:17])[C@H:15]([O:18]CC3C=CC(C)=CC=3)[C@@H:14]([CH2:27][O:28]CC3C=CC(C)=CC=3)[S:13]2)[C:8](=[O:37])[N:7]=1.CO. Product: [NH2:5][C:6]1[CH:11]=[CH:10][N:9]([CH:12]2[S:13][C@H:14]([CH2:27][OH:28])[C@@H:15]([OH:18])[C@@H:16]2[F:17])[C:8](=[O:37])[N:7]=1. The catalyst class is: 2. (2) Reactant: [Cl:1][C:2]1[CH:7]=[CH:6][C:5]([C:8]([C:10]2[CH:15]=[CH:14][C:13]([N+:16]([O-])=O)=[CH:12][CH:11]=2)=[O:9])=[CH:4][CH:3]=1.Cl.Cl[Sn]Cl.[OH-].[Na+]. Product: [NH2:16][C:13]1[CH:14]=[CH:15][C:10]([C:8]([C:5]2[CH:6]=[CH:7][C:2]([Cl:1])=[CH:3][CH:4]=2)=[O:9])=[CH:11][CH:12]=1. The catalyst class is: 6. (3) Reactant: O1CCCCC1[O:7][NH:8][C:9]([C:11]1([S:20]([C:23]2[CH:28]=[CH:27][C:26]([C:29]3[CH:34]=[CH:33][C:32]([CH2:35][CH2:36][CH2:37][C:38]([F:41])([F:40])[F:39])=[CH:31][CH:30]=3)=[CH:25][CH:24]=2)(=[O:22])=[O:21])[CH2:16][CH2:15][N:14]([CH:17]2[CH2:19][CH2:18]2)[CH2:13][CH2:12]1)=[O:10].[ClH:42]. Product: [ClH:42].[CH:17]1([N:14]2[CH2:13][CH2:12][C:11]([S:20]([C:23]3[CH:28]=[CH:27][C:26]([C:29]4[CH:34]=[CH:33][C:32]([CH2:35][CH2:36][CH2:37][C:38]([F:41])([F:40])[F:39])=[CH:31][CH:30]=4)=[CH:25][CH:24]=3)(=[O:21])=[O:22])([C:9]([NH:8][OH:7])=[O:10])[CH2:16][CH2:15]2)[CH2:19][CH2:18]1. The catalyst class is: 71. (4) Reactant: [CH3:1][O:2][C:3](=[O:34])[C@H:4]([NH:23][C:24]([O:26][CH2:27][C:28]1[CH:33]=[CH:32][CH:31]=[CH:30][CH:29]=1)=[O:25])[CH2:5][C:6]1[CH:11]=[C:10]([CH3:12])[C:9]([NH:13][C:14]([O:16][C:17]([CH3:20])([CH3:19])[CH3:18])=[O:15])=[CH:8][C:7]=1[CH2:21]O.C(N(CC)CC)C.CS([Cl:46])(=O)=O. Product: [CH3:1][O:2][C:3](=[O:34])[C@H:4]([NH:23][C:24]([O:26][CH2:27][C:28]1[CH:33]=[CH:32][CH:31]=[CH:30][CH:29]=1)=[O:25])[CH2:5][C:6]1[CH:11]=[C:10]([CH3:12])[C:9]([NH:13][C:14]([O:16][C:17]([CH3:20])([CH3:19])[CH3:18])=[O:15])=[CH:8][C:7]=1[CH2:21][Cl:46]. The catalyst class is: 4.